This data is from Peptide-MHC class I binding affinity with 185,985 pairs from IEDB/IMGT. The task is: Regression. Given a peptide amino acid sequence and an MHC pseudo amino acid sequence, predict their binding affinity value. This is MHC class I binding data. (1) The peptide sequence is YRSGVPVEK. The MHC is HLA-B27:05 with pseudo-sequence HLA-B27:05. The binding affinity (normalized) is 0.619. (2) The peptide sequence is TVIYRGTTF. The binding affinity (normalized) is 0.0847. The MHC is HLA-A29:02 with pseudo-sequence HLA-A29:02. (3) The peptide sequence is KVFGYDIDR. The MHC is HLA-B08:02 with pseudo-sequence HLA-B08:02. The binding affinity (normalized) is 0.0847. (4) The peptide sequence is RMLFTSTNDK. The MHC is HLA-A68:01 with pseudo-sequence HLA-A68:01. The binding affinity (normalized) is 0.670. (5) The peptide sequence is EEKAFSPEV. The MHC is HLA-B07:02 with pseudo-sequence HLA-B07:02. The binding affinity (normalized) is 0. (6) The peptide sequence is RPPEVDGNR. The MHC is HLA-B15:01 with pseudo-sequence HLA-B15:01. The binding affinity (normalized) is 0.0847. (7) The peptide sequence is VSFIEFVGW. The MHC is HLA-A03:01 with pseudo-sequence HLA-A03:01. The binding affinity (normalized) is 0.133. (8) The peptide sequence is GSGDDTWLI. The MHC is HLA-A02:03 with pseudo-sequence HLA-A02:03. The binding affinity (normalized) is 0.0847. (9) The peptide sequence is RRAARAEYL. The MHC is Mamu-A11 with pseudo-sequence Mamu-A11. The binding affinity (normalized) is 0.122. (10) The peptide sequence is KHNSAESAK. The MHC is HLA-B44:02 with pseudo-sequence HLA-B44:02. The binding affinity (normalized) is 0.0847.